From a dataset of Reaction yield outcomes from USPTO patents with 853,638 reactions. Predict the reaction yield, written as a fraction of the theoretical maximum amount of product (1.0 means a 100% yield; for example, 0.34 means a 34% yield). (1) The product is [CH:7]([NH:8][CH:27]1[CH2:25][CH2:33][CH2:32][CH2:3][CH2:2][CH2:1][CH2:6]1)([C:1]1[CH:2]=[CH:3][CH:4]=[CH:5][CH:6]=1)[C:9]1[CH:10]=[CH:11][CH:12]=[CH:13][CH:14]=1. The reactants are [C:1]1([CH:7]([C:9]2[CH:14]=[CH:13][CH:12]=[CH:11][CH:10]=2)[NH2:8])[CH:6]=[CH:5][CH:4]=[CH:3][CH:2]=1.[BH-](O[C:25]([CH3:27])=O)(OC(C)=O)OC(C)=O.[Na+].CCO[CH2:32][CH3:33].C([O-])(O)=O.[Na+]. The yield is 0.600. The catalyst is C1COCC1. (2) The yield is 0.760. The product is [Cl:1][C:2]1[C:3]2[N:4]([C:8]([C:18]3[CH:23]=[CH:22][N:21]=[C:20]([NH:37][CH:32]4[CH2:36][CH2:35][CH2:34][CH2:33]4)[CH:19]=3)=[C:9]([C:11]3[CH:12]=[CH:13][C:14]([F:17])=[CH:15][CH:16]=3)[N:10]=2)[CH:5]=[CH:6][CH:7]=1. No catalyst specified. The reactants are [Cl:1][C:2]1[C:3]2[N:4]([C:8]([C:18]3[CH:23]=[CH:22][N:21]=[C:20](F)[CH:19]=3)=[C:9]([C:11]3[CH:16]=[CH:15][C:14]([F:17])=[CH:13][CH:12]=3)[N:10]=2)[CH:5]=[CH:6][CH:7]=1.C(OCC)(=O)C.O.[CH:32]1([NH2:37])[CH2:36][CH2:35][CH2:34][CH2:33]1. (3) The reactants are [C:1]([O:5][C:6]([C:8]1[O:9][C:10]2[CH:17]=[CH:16][CH:15]=[C:14]([OH:18])[C:11]=2[C:12]=1[CH3:13])=[O:7])([CH3:4])([CH3:3])[CH3:2].IC.[C:21]([O-])([O-])=O.[K+].[K+]. The catalyst is CN(C=O)C. The product is [C:1]([O:5][C:6]([C:8]1[O:9][C:10]2[CH:17]=[CH:16][CH:15]=[C:14]([O:18][CH3:21])[C:11]=2[C:12]=1[CH3:13])=[O:7])([CH3:4])([CH3:2])[CH3:3]. The yield is 0.980. (4) The reactants are [N+:1]([O-:4])([O-])=[O:2].[K+].[CH2:6]([N:8]1[CH2:16][C:15]2[C:10](=[CH:11][CH:12]=[C:13]([NH:17][C:18](=[O:20])[CH3:19])[CH:14]=2)[CH2:9]1)[CH3:7]. No catalyst specified. The product is [CH2:6]([N:8]1[CH2:16][C:15]2[C:10](=[CH:11][C:12]([N+:1]([O-:4])=[O:2])=[C:13]([NH:17][C:18](=[O:20])[CH3:19])[CH:14]=2)[CH2:9]1)[CH3:7]. The yield is 0.500.